Dataset: Forward reaction prediction with 1.9M reactions from USPTO patents (1976-2016). Task: Predict the product of the given reaction. Given the reactants [Cl:1][C:2]1[CH:10]=[CH:9][C:8]([N+:11]([O-:13])=[O:12])=[CH:7][C:3]=1[C:4](O)=[O:5].Cl.[CH3:15][NH:16][CH3:17].C(N(CC)C(C)C)(C)C.CCN=C=NCCCN(C)C.C1C=CC2N(O)N=NC=2C=1, predict the reaction product. The product is: [Cl:1][C:2]1[CH:10]=[CH:9][C:8]([N+:11]([O-:13])=[O:12])=[CH:7][C:3]=1[C:4]([N:16]([CH3:17])[CH3:15])=[O:5].